Dataset: Catalyst prediction with 721,799 reactions and 888 catalyst types from USPTO. Task: Predict which catalyst facilitates the given reaction. (1) Reactant: [H-].[H-].[H-].[H-].[Li+].[Al+3].OS(O)(=O)=O.[Br:12][C:13]1[CH:14]=[C:15]([CH2:19][C:20]#[N:21])[CH:16]=[CH:17][CH:18]=1. Product: [Br:12][C:13]1[CH:14]=[C:15]([CH2:19][CH2:20][NH2:21])[CH:16]=[CH:17][CH:18]=1. The catalyst class is: 1. (2) Reactant: [C:1]1([C:7]2[CH:19]=[CH:18][C:10]([C:11]([O:13]C(C)(C)C)=[O:12])=[C:9]([NH:20][C:21]([C:23]3[CH:24]=[N:25][C:26]([N:29]4[CH2:34][CH2:33][CH2:32][CH2:31][CH2:30]4)=[CH:27][CH:28]=3)=[O:22])[CH:8]=2)[CH:6]=[CH:5][CH:4]=[CH:3][CH:2]=1. Product: [C:1]1([C:7]2[CH:19]=[CH:18][C:10]([C:11]([OH:13])=[O:12])=[C:9]([NH:20][C:21]([C:23]3[CH:24]=[N:25][C:26]([N:29]4[CH2:34][CH2:33][CH2:32][CH2:31][CH2:30]4)=[CH:27][CH:28]=3)=[O:22])[CH:8]=2)[CH:6]=[CH:5][CH:4]=[CH:3][CH:2]=1. The catalyst class is: 55. (3) Reactant: [Cl:1][C:2]1[CH:16]=[CH:15][CH:14]=[CH:13][C:3]=1[C:4]([C:6]1[CH:11]=[CH:10][C:9]([Cl:12])=[CH:8][CH:7]=1)=[O:5].[BH4-].[Na+]. Product: [Cl:1][C:2]1[CH:16]=[CH:15][CH:14]=[CH:13][C:3]=1[CH:4]([OH:5])[C:6]1[CH:7]=[CH:8][C:9]([Cl:12])=[CH:10][CH:11]=1. The catalyst class is: 5. (4) Product: [OH:16][C@@H:14]1[CH2:15][NH:8][C@H:9]([C:10]([NH2:12])=[O:11])[CH2:13]1. Reactant: C(OC([N:8]1[CH2:15][C@@H:14]([OH:16])[CH2:13][C@H:9]1[C:10]([NH2:12])=[O:11])=O)(C)(C)C. The catalyst class is: 89. (5) Reactant: [C:1]([O:5][C:6]([N:8]1[C:16]2[C:11](=[CH:12][C:13]([CH:17]=[CH:18][CH2:19]O)=[CH:14][CH:15]=2)[CH:10]=[CH:9]1)=[O:7])([CH3:4])([CH3:3])[CH3:2].[CH3:21][CH2:22][N:23]([CH2:26][CH3:27])[CH2:24][CH3:25].CS(Cl)(=O)=[O:30].[CH:33]1([NH:39][CH3:40])[CH2:38][CH2:37]CCC1.[C:41]([O-])(O)=[O:42].[Na+]. Product: [C:1]([O:5][C:6]([N:8]1[C:16]2[C:11](=[CH:12][C:13]([CH:17]=[CH:18][CH2:19][N:23]3[CH2:24][CH2:25][O:30][CH2:21][CH2:22]3)=[CH:14][CH:15]=2)[CH:10]=[CH:9]1)=[O:7])([CH3:4])([CH3:2])[CH3:3].[C:1]([O:5][C:6]([N:8]1[C:16]2[C:11](=[CH:12][CH:13]=[C:14]([CH:37]=[CH:38][CH2:33][N:39]3[CH2:40][CH2:41][O:42][CH2:26][CH2:27]3)[CH:15]=2)[CH:10]=[CH:9]1)=[O:7])([CH3:2])([CH3:3])[CH3:4]. The catalyst class is: 2. (6) Reactant: C([O:5][C:6]([C:8]1[C:17]2[C:12](=[C:13]([C:18]3[CH2:22][C:21]([C:27]4[CH:32]=[C:31]([Cl:33])[CH:30]=[C:29]([Cl:34])[CH:28]=4)([C:23]([F:26])([F:25])[F:24])[O:20][N:19]=3)[CH:14]=[CH:15][CH:16]=2)[CH:11]=[CH:10][CH:9]=1)=[O:7])(C)(C)C.FC(F)(F)C(O)=O. Product: [Cl:34][C:29]1[CH:28]=[C:27]([C:21]2([C:23]([F:25])([F:24])[F:26])[O:20][N:19]=[C:18]([C:13]3[CH:14]=[CH:15][CH:16]=[C:17]4[C:12]=3[CH:11]=[CH:10][CH:9]=[C:8]4[C:6]([OH:7])=[O:5])[CH2:22]2)[CH:32]=[C:31]([Cl:33])[CH:30]=1. The catalyst class is: 4. (7) Reactant: Br[CH2:2][C:3]1[C:4]([C:9]([O:11][CH3:12])=[O:10])=[CH:5][CH:6]=[CH:7][CH:8]=1.[C:13](=[O:16])([O-])[O-].[K+].[K+].[OH2:19]. Product: [O:19]1[C:8]2[CH:7]=[CH:6][C:13]([O:16][CH2:2][C:3]3[CH:8]=[CH:7][CH:6]=[CH:5][C:4]=3[C:9]([O:11][CH3:12])=[O:10])=[CH:2][C:3]=2[CH:4]=[CH:5]1.[O:19]1[C:3]2[CH:8]=[CH:7][C:13]([O:16][CH2:2][C:3]3[CH:8]=[CH:7][CH:6]=[CH:5][C:4]=3[C:9]([O:11][CH3:12])=[O:10])=[CH:9][C:4]=2[CH2:5][CH2:6]1. The catalyst class is: 42. (8) Reactant: COC(=O)C(N[C:8]([C:10]1[CH:15]=[CH:14][C:13](C2CCOCC2)=[C:12](OCC2CC2)[N:11]=1)=[O:9])(C)C.[ClH:28].[F:29][C:30]1([F:34])[CH2:33][NH:32][CH2:31]1.C1C=CC(P(C2C=CC3C(=CC=CC=3)C=2C2C3C(=CC=CC=3)C=CC=2P(C2C=CC=CC=2)C2C=CC=CC=2)C2C=CC=CC=2)=CC=1.[C:81](=[O:84])([O-])[O-].[Cs+].[Cs+]. Product: [CH3:81][O:84][C:8]([C:10]1[CH:15]=[CH:14][C:13]([N:32]2[CH2:33][C:30]([F:34])([F:29])[CH2:31]2)=[C:12]([Cl:28])[N:11]=1)=[O:9]. The catalyst class is: 101. (9) Reactant: F[P-](F)(F)(F)(F)F.[N:8]1(O[P+](N2CCCC2)(N2CCCC2)N2CCCC2)[C:12]2[CH:13]=[CH:14][CH:15]=[CH:16][C:11]=2N=N1.[OH2:34].[OH:34]N1[C:39]2[CH:44]=[CH:43][CH:43]=[CH:44][C:39]=2N=N1.[Cl-].[NH4+:46].[CH2:47](N(C(C)C)C(C)C)C.[C:56]([O:59]CC)(=[O:58])C. Product: [NH2:46][C:14]([C@H:15]1[CH2:16][CH2:11][C@@H:12]([NH:8][C:56](=[O:58])[O:59][C:44]([CH3:43])([CH3:39])[CH3:47])[CH2:13]1)=[O:34]. The catalyst class is: 9. (10) Reactant: [C:1]([CH2:3][C:4]([NH2:6])=[S:5])#[N:2].CN1CCOCC1.[Si:14]([O:21][C@@H:22]1[CH2:26][O:25][CH2:24][C@H:23]1[O:27][C:28]1[CH:39]=[CH:38][C:31]([CH:32]=[C:33]([C:36]#[N:37])[C:34]#[N:35])=[CH:30][CH:29]=1)([C:17]([CH3:20])([CH3:19])[CH3:18])([CH3:16])[CH3:15].Cl. Product: [NH2:37][C:36]1[C:33]([C:34]#[N:35])=[C:32]([C:31]2[CH:30]=[CH:29][C:28]([O:27][C@H:23]3[C@H:22]([O:21][Si:14]([C:17]([CH3:20])([CH3:19])[CH3:18])([CH3:15])[CH3:16])[CH2:26][O:25][CH2:24]3)=[CH:39][CH:38]=2)[C:3]([C:1]#[N:2])=[C:4]([SH:5])[N:6]=1. The catalyst class is: 8.